From a dataset of Reaction yield outcomes from USPTO patents with 853,638 reactions. Predict the reaction yield, written as a fraction of the theoretical maximum amount of product (1.0 means a 100% yield; for example, 0.34 means a 34% yield). (1) The reactants are Cl[CH2:2][CH2:3][C@@H:4]([O:11][C:12]1[CH:13]=[C:14]([C:18](=[O:20])[CH3:19])[CH:15]=[CH:16][CH:17]=1)[C:5]1[CH:10]=[CH:9][CH:8]=[CH:7][CH:6]=1.[CH3:21][CH:22]([CH3:38])[C:23]([NH:25][C:26]1[CH:31]=[CH:30][CH:29]=[C:28]([CH:32]2[CH2:37][CH2:36][NH:35][CH2:34][CH2:33]2)[CH:27]=1)=[O:24].[Na+].[I-].C([O-])([O-])=O.[K+].[K+]. The catalyst is CN(C=O)C. The product is [C:18]([C:14]1[CH:13]=[C:12]([CH:17]=[CH:16][CH:15]=1)[O:11][C@@H:4]([C:5]1[CH:10]=[CH:9][CH:8]=[CH:7][CH:6]=1)[CH2:3][CH2:2][N:35]1[CH2:36][CH2:37][CH:32]([C:28]2[CH:27]=[C:26]([NH:25][C:23](=[O:24])[CH:22]([CH3:21])[CH3:38])[CH:31]=[CH:30][CH:29]=2)[CH2:33][CH2:34]1)(=[O:20])[CH3:19]. The yield is 0.980. (2) The reactants are [CH:1]([C:4]1[CH:9]=[CH:8][C:7]([CH:10]2[C:14]3[C:15]([CH3:30])=[C:16]([NH:21][C:22](=O)[O:23]CC(Cl)(Cl)Cl)[C:17]([CH3:20])=[C:18]([CH3:19])[C:13]=3[O:12][CH2:11]2)=[CH:6][CH:5]=1)([CH3:3])[CH3:2].[CH3:31][O:32][CH2:33][CH2:34][NH2:35]. The catalyst is CCCCCC.C(OCC)(=O)C. The product is [CH:1]([C:4]1[CH:9]=[CH:8][C:7]([CH:10]2[C:14]3[C:15]([CH3:30])=[C:16]([NH:21][C:22]([NH:35][CH2:34][CH2:33][O:32][CH3:31])=[O:23])[C:17]([CH3:20])=[C:18]([CH3:19])[C:13]=3[O:12][CH2:11]2)=[CH:6][CH:5]=1)([CH3:3])[CH3:2]. The yield is 0.580. (3) The reactants are [Br:1][C:2](Br)=[CH:3][C:4]1[CH:5]=[CH:6][C:7]([CH3:10])=[N:8][CH:9]=1.CC(C)([O-])C.[K+].C1(C)C=CC=CC=1. The catalyst is O. The product is [Br:1][C:2]#[C:3][C:4]1[CH:5]=[CH:6][C:7]([CH3:10])=[N:8][CH:9]=1. The yield is 0.324. (4) The reactants are F[C:2]1[CH:7]=[CH:6][C:5]([S:8]([CH3:11])(=[O:10])=[O:9])=[CH:4][C:3]=1[C:12]1[C:20]2[C:15](=[C:16]([O:21]C)[N:17]=[CH:18][CH:19]=2)[N:14]([CH3:23])[CH:13]=1.[F:24][C:25]1[CH:26]=[C:27]([OH:32])[CH:28]=[CH:29][C:30]=1[F:31].C([O-])([O-])=O.[Cs+].[Cs+].Cl. The catalyst is CS(C)=O.O1CCOCC1. The product is [F:24][C:25]1[CH:26]=[C:27]([CH:28]=[CH:29][C:30]=1[F:31])[O:32][C:2]1[CH:7]=[CH:6][C:5]([S:8]([CH3:11])(=[O:9])=[O:10])=[CH:4][C:3]=1[C:12]1[C:20]2[CH:19]=[CH:18][NH:17][C:16](=[O:21])[C:15]=2[N:14]([CH3:23])[CH:13]=1. The yield is 0.387. (5) The reactants are [Si]([O:8][C:9]1[CH:14]=[C:13]([O:15][Si](C(C)(C)C)(C)C)[CH:12]=[CH:11][C:10]=1[CH:23]1[CH2:28][CH2:27][C:26]([OH:34])([C:29]([O:31][CH2:32][CH3:33])=[O:30])[CH2:25][CH2:24]1)(C(C)(C)C)(C)C. The catalyst is CO. The product is [OH:8][C:9]1[CH:14]=[C:13]([OH:15])[CH:12]=[CH:11][C:10]=1[CH:23]1[CH2:28][CH2:27][C:26]([OH:34])([C:29]([O:31][CH2:32][CH3:33])=[O:30])[CH2:25][CH2:24]1. The yield is 0.210.